This data is from Forward reaction prediction with 1.9M reactions from USPTO patents (1976-2016). The task is: Predict the product of the given reaction. The product is: [F:25][C:2]([F:1])([F:24])[C:3](=[O:23])[CH:4]([C:5]1[C:13]2[C:8](=[CH:9][CH:10]=[CH:11][CH:12]=2)[N:7]([S:14]([C:17]2[CH:18]=[CH:19][CH:20]=[CH:21][CH:22]=2)(=[O:16])=[O:15])[CH:6]=1)[CH:34]=[O:35]. Given the reactants [F:1][C:2]([F:25])([F:24])[C:3](=[O:23])[CH2:4][C:5]1[C:13]2[C:8](=[CH:9][CH:10]=[CH:11][CH:12]=2)[N:7]([S:14]([C:17]2[CH:22]=[CH:21][CH:20]=[CH:19][CH:18]=2)(=[O:16])=[O:15])[CH:6]=1.O=P(Cl)(Cl)Cl.CN([CH:34]=[O:35])C, predict the reaction product.